From a dataset of M1 muscarinic receptor antagonist screen with 61,756 compounds. Binary Classification. Given a drug SMILES string, predict its activity (active/inactive) in a high-throughput screening assay against a specified biological target. (1) The drug is Clc1cc(C(=O)CSc2n(nnn2)C2CCCC2)c(OC)cc1. The result is 0 (inactive). (2) The compound is Clc1c(S(=O)(=O)n2nc(cc2C)C)cccc1Cl. The result is 0 (inactive). (3) The compound is O=c1n(Cc2c(ccc(c2)C)C)c2c(c(=O)n1CCC(=O)NCc1occc1)cccc2. The result is 0 (inactive). (4) The compound is OC(=O)c1c(NCc2ccc(cc2)C(O)=O)cccc1. The result is 0 (inactive).